Dataset: Catalyst prediction with 721,799 reactions and 888 catalyst types from USPTO. Task: Predict which catalyst facilitates the given reaction. (1) Reactant: C(OC([NH:8][C@@H:9]([CH2:41][C:42]1[CH:47]=[CH:46][CH:45]=[CH:44][CH:43]=1)[CH2:10][C@@H:11]1[O:15]C(C)(C)[N:13]([C:18]([O:20][CH2:21][C:22]2[CH:27]=[CH:26][CH:25]=[CH:24][CH:23]=2)=[O:19])[C@H:12]1[CH2:28][C:29]1[CH:34]=[CH:33][C:32]([C:35]2[CH:36]=[N:37][CH:38]=[CH:39][CH:40]=2)=[CH:31][CH:30]=1)=O)(C)(C)C.Cl. Product: [NH2:8][C@@H:9]([CH2:41][C:42]1[CH:43]=[CH:44][CH:45]=[CH:46][CH:47]=1)[CH2:10][C@H:11]([OH:15])[C@@H:12]([NH:13][C:18](=[O:19])[O:20][CH2:21][C:22]1[CH:23]=[CH:24][CH:25]=[CH:26][CH:27]=1)[CH2:28][C:29]1[CH:30]=[CH:31][C:32]([C:35]2[CH:36]=[N:37][CH:38]=[CH:39][CH:40]=2)=[CH:33][CH:34]=1. The catalyst class is: 5. (2) Reactant: [CH3:1][O:2][C:3]([C:5]1[CH:24]=[CH:23][C:8]([CH2:9][CH:10]([C:17]([O:19][CH2:20][CH:21]=[CH2:22])=[O:18])[C:11]([O:13][CH2:14][CH:15]=[CH2:16])=[O:12])=[CH:7][CH:6]=1)=[O:4].C(=O)([O-])[O-].[Cs+].[Cs+].Br[CH2:32][CH2:33][C:34]1[CH:43]=[CH:42][C:37]([C:38]([O:40][CH3:41])=[O:39])=[CH:36][CH:35]=1. Product: [CH3:1][O:2][C:3]([C:5]1[CH:6]=[CH:7][C:8]([CH2:9][C:10]([CH2:32][CH2:33][C:34]2[CH:43]=[CH:42][C:37]([C:38]([O:40][CH3:41])=[O:39])=[CH:36][CH:35]=2)([C:17]([O:19][CH2:20][CH:21]=[CH2:22])=[O:18])[C:11]([O:13][CH2:14][CH:15]=[CH2:16])=[O:12])=[CH:23][CH:24]=1)=[O:4]. The catalyst class is: 3. (3) Reactant: [CH3:1][O:2][C:3](=[O:35])/[CH:4]=[CH:5]/[C:6]1[CH:11]=[CH:10][C:9]([CH:12]2[CH2:16][CH2:15][CH2:14][N:13]2[CH2:17][CH2:18][C:19]2[C:27]3[C:22](=[CH:23][C:24]([N+:28]([O-])=O)=[CH:25][CH:26]=3)[NH:21][C:20]=2[C:31]([CH3:34])([CH3:33])[CH3:32])=[CH:8][CH:7]=1.[Cl-].[NH4+]. Product: [CH3:1][O:2][C:3](=[O:35])/[CH:4]=[CH:5]/[C:6]1[CH:11]=[CH:10][C:9]([CH:12]2[CH2:16][CH2:15][CH2:14][N:13]2[CH2:17][CH2:18][C:19]2[C:27]3[C:22](=[CH:23][C:24]([NH2:28])=[CH:25][CH:26]=3)[NH:21][C:20]=2[C:31]([CH3:33])([CH3:32])[CH3:34])=[CH:8][CH:7]=1. The catalyst class is: 190. (4) Reactant: C(N(CC)C(C)C)(C)C.[CH3:10][O:11][CH2:12][C:13]1([CH2:19][OH:20])[CH2:18][CH2:17][NH:16][CH2:15][CH2:14]1.[CH:21]([C:23]1([C:27]([O:29][CH3:30])=[O:28])[CH2:26][CH2:25][CH2:24]1)=O.C(O[BH-](OC(=O)C)OC(=O)C)(=O)C.[Na+]. Product: [OH:20][CH2:19][C:13]1([CH2:12][O:11][CH3:10])[CH2:18][CH2:17][N:16]([CH2:21][C:23]2([C:27]([O:29][CH3:30])=[O:28])[CH2:26][CH2:25][CH2:24]2)[CH2:15][CH2:14]1. The catalyst class is: 2. (5) Reactant: [Cl:1][C:2]1[C:7]([F:8])=[C:6]([Cl:9])[CH:5]=[CH:4][C:3]=1[C:10]([N:12]1[CH2:17][CH2:16][NH:15][C:14](=O)[CH2:13]1)=[O:11].F[B-](F)(F)F.C([O+](CC)CC)C.[CH3:31][O:32][C:33]1[N:38]=[C:37]([C:39]([NH:41][NH2:42])=O)[CH:36]=[CH:35][CH:34]=1. Product: [Cl:1][C:2]1[C:7]([F:8])=[C:6]([Cl:9])[CH:5]=[CH:4][C:3]=1[C:10]([N:12]1[CH2:17][CH2:16][N:15]2[C:39]([C:37]3[CH:36]=[CH:35][CH:34]=[C:33]([O:32][CH3:31])[N:38]=3)=[N:41][N:42]=[C:14]2[CH2:13]1)=[O:11]. The catalyst class is: 4. (6) Reactant: [CH3:1][NH:2][CH3:3].[CH3:4][C:5]1[CH:12]=[C:11]([CH3:13])[CH:10]=[C:9]([CH3:14])[C:6]=1CCl. Product: [CH3:4][C:5]1[CH:12]=[C:11]([CH3:13])[CH:10]=[C:9]([CH3:14])[C:6]=1[N:2]([CH3:3])[CH3:1]. The catalyst class is: 1. (7) Reactant: Br[C:2]1[CH:3]=[C:4]2[C:9](=[CH:10][CH:11]=1)[N:8]=[C:7]([CH3:12])[C:6]([S:13]([CH3:16])(=[O:15])=[O:14])=[C:5]2[N:17]1[CH2:22][CH2:21][O:20][CH2:19][CH2:18]1.[C:23]1([C@@H:29]2[CH2:31][C@H:30]2B(O)O)[CH:28]=[CH:27][CH:26]=[CH:25][CH:24]=1.P([O-])([O-])([O-])=O.[K+].[K+].[K+]. Product: [CH3:16][S:13]([C:6]1[C:7]([CH3:12])=[N:8][C:9]2[C:4]([C:5]=1[N:17]1[CH2:22][CH2:21][O:20][CH2:19][CH2:18]1)=[CH:3][C:2]([C@@H:30]1[CH2:31][C@H:29]1[C:23]1[CH:28]=[CH:27][CH:26]=[CH:25][CH:24]=1)=[CH:11][CH:10]=2)(=[O:15])=[O:14]. The catalyst class is: 492. (8) Reactant: C([Li])CCC.Br[C:7]1[CH:12]=[CH:11][CH:10]=[CH:9][CH:8]=1.[C:13]([OH:18])(=[O:17])/[CH:14]=[CH:15]/[CH3:16].Cl. Product: [C:7]1([CH:15]([CH3:16])[CH2:14][C:13]([OH:18])=[O:17])[CH:12]=[CH:11][CH:10]=[CH:9][CH:8]=1. The catalyst class is: 7. (9) Reactant: [C:1]([O:5][C:6]([N:8]1[CH2:13][CH2:12][C@H:11]([O:14][C:15]2[CH:20]=[CH:19][CH:18]=[C:17](Br)[CH:16]=2)[CH2:10][C@@H:9]1[CH3:22])=[O:7])([CH3:4])([CH3:3])[CH3:2].[C:23](=[NH:36])([C:30]1[CH:35]=[CH:34][CH:33]=[CH:32][CH:31]=1)[C:24]1[CH:29]=[CH:28][CH:27]=[CH:26][CH:25]=1.CC(C)([O-])C.[Na+]. Product: [C:1]([O:5][C:6]([N:8]1[CH2:13][CH2:12][C@H:11]([O:14][C:15]2[CH:20]=[CH:19][CH:18]=[C:17]([N:36]=[C:23]([C:24]3[CH:29]=[CH:28][CH:27]=[CH:26][CH:25]=3)[C:30]3[CH:35]=[CH:34][CH:33]=[CH:32][CH:31]=3)[CH:16]=2)[CH2:10][C@@H:9]1[CH3:22])=[O:7])([CH3:4])([CH3:3])[CH3:2]. The catalyst class is: 11. (10) Reactant: [C:1]1([NH:7][C:8]([C:10]#[C:11][CH3:12])=O)[CH:6]=[CH:5][CH:4]=[CH:3][CH:2]=1.P(Cl)(Cl)(Cl)(Cl)Cl.[C:19]1([SH:25])[CH:24]=[CH:23][CH:22]=[CH:21][CH:20]=1.[H-].[Na+]. Product: [C:1]1([N:7]=[C:8]([S:25][C:19]2[CH:24]=[CH:23][CH:22]=[CH:21][CH:20]=2)[CH:10]=[C:11]([S:25][C:19]2[CH:24]=[CH:23][CH:22]=[CH:21][CH:20]=2)[CH3:12])[CH:6]=[CH:5][CH:4]=[CH:3][CH:2]=1. The catalyst class is: 588.